This data is from Full USPTO retrosynthesis dataset with 1.9M reactions from patents (1976-2016). The task is: Predict the reactants needed to synthesize the given product. (1) Given the product [CH3:1][O:2][C:3]1[CH:12]=[CH:11][CH:10]=[C:9]2[C:4]=1[CH2:5][CH2:6][N:7]1[C:27](=[O:26])[CH2:28][N:15]=[C:14]([C:17]3[CH:22]=[CH:21][CH:20]=[C:19]([O:23][CH3:24])[CH:18]=3)[CH:13]=[C:8]12, predict the reactants needed to synthesize it. The reactants are: [CH3:1][O:2][C:3]1[CH:12]=[CH:11][CH:10]=[C:9]2[C:4]=1[CH2:5][CH2:6][NH:7][C:8]2=[CH:13]/[C:14](/[C:17]1[CH:22]=[CH:21][CH:20]=[C:19]([O:23][CH3:24])[CH:18]=1)=[N:15]/[H].C[O:26][C:27]1C=CC=C2[C:28]=1CCN=C2C.[Li+].CC([N-]C(C)C)C.COC1C=C(C=CC=1)C#N. (2) Given the product [OH:62][CH2:48][CH2:49][O:55][C:54]([N:23]1[C:24]2[C:29](=[N:28][C:27]([O:30][CH3:31])=[CH:26][CH:25]=2)[C@@H:20]([NH:19][C:9]2[N:8]=[C:7]([CH2:6][C:5]3[CH:34]=[C:35]([C:37]([F:39])([F:38])[F:40])[CH:36]=[C:3]([C:2]([F:1])([F:41])[F:42])[CH:4]=3)[C:12]([CH2:13][CH2:14][C:15]([O:17][CH3:18])=[O:16])=[CH:11][N:10]=2)[CH2:21][C@H:22]1[CH2:32][CH3:33])=[O:53], predict the reactants needed to synthesize it. The reactants are: [F:1][C:2]([F:42])([F:41])[C:3]1[CH:4]=[C:5]([CH:34]=[C:35]([C:37]([F:40])([F:39])[F:38])[CH:36]=1)[CH2:6][C:7]1[C:12]([CH2:13][CH2:14][C:15]([O:17][CH3:18])=[O:16])=[CH:11][N:10]=[C:9]([NH:19][C@@H:20]2[C:29]3[C:24](=[CH:25][CH:26]=[C:27]([O:30][CH3:31])[N:28]=3)[NH:23][C@H:22]([CH2:32][CH3:33])[CH2:21]2)[N:8]=1.C(N([CH2:48][CH3:49])CC)C.ClC(Cl)([O:53][C:54](=O)[O:55]C(Cl)(Cl)Cl)Cl.[OH2:62]. (3) Given the product [C:1]([C:3]1[C:11]2[C:6](=[CH:7][CH:8]=[CH:9][CH:10]=2)[N:5]([C:21]2[CH:20]=[CH:19][CH:18]=[C:17]([F:16])[CH:22]=2)[C:4]=1[C:12]([O:14][CH3:15])=[O:13])#[N:2], predict the reactants needed to synthesize it. The reactants are: [C:1]([C:3]1[C:11]2[C:6](=[CH:7][CH:8]=[CH:9][CH:10]=2)[NH:5][C:4]=1[C:12]([O:14][CH3:15])=[O:13])#[N:2].[F:16][C:17]1[CH:18]=[C:19](B(O)O)[CH:20]=[CH:21][CH:22]=1.N1C=CC=CC=1. (4) Given the product [NH2:35][CH2:34][C:33]([CH3:44])([CH3:43])[CH2:32][NH:31][C:29](=[O:30])[C:28]1[CH:45]=[CH:46][C:25]([NH:24][C:14]2[CH:13]=[C:12]([NH:11][CH2:10][C:9]3[CH:47]=[CH:48][C:6]([O:5][CH2:4][CH2:3][CH2:2][Br:1])=[CH:7][CH:8]=3)[N:17]=[C:16]([O:18][CH2:19][C:20]([F:23])([F:21])[F:22])[N:15]=2)=[CH:26][CH:27]=1, predict the reactants needed to synthesize it. The reactants are: [Br:1][CH2:2][CH2:3][CH2:4][O:5][C:6]1[CH:48]=[CH:47][C:9]([CH2:10][NH:11][C:12]2[N:17]=[C:16]([O:18][CH2:19][C:20]([F:23])([F:22])[F:21])[N:15]=[C:14]([NH:24][C:25]3[CH:46]=[CH:45][C:28]([C:29]([NH:31][CH2:32][C:33]([CH3:44])([CH3:43])[CH2:34][NH:35]C(=O)OC(C)(C)C)=[O:30])=[CH:27][CH:26]=3)[CH:13]=2)=[CH:8][CH:7]=1. (5) Given the product [NH2:10][CH2:9][C:5]1([OH:8])[CH2:6][CH2:7][N:2]([CH3:1])[CH2:3][CH2:4]1, predict the reactants needed to synthesize it. The reactants are: [CH3:1][N:2]1[CH2:7][CH2:6][C:5]([CH2:9][N+:10]([O-])=O)([OH:8])[CH2:4][CH2:3]1. (6) Given the product [F:6][C:7]1[CH:8]=[C:9]([CH:13]2[CH2:1][CH:14]2[C:15]([O:17][CH3:18])=[O:16])[CH:10]=[CH:11][CH:12]=1, predict the reactants needed to synthesize it. The reactants are: [CH3:1]COCC.[F:6][C:7]1[CH:8]=[C:9](/[CH:13]=[CH:14]/[C:15]([O:17][CH3:18])=[O:16])[CH:10]=[CH:11][CH:12]=1.[N+](=C)=[N-]. (7) Given the product [F:3][C:4]1[C:12]2[O:11][CH:10]=[CH:9][C:8]=2[C:7]([CH:13]2[CH2:18][CH2:17][N:16]([CH2:19][CH2:20][C@H:21]3[CH2:22][CH2:23][C@H:24]([NH:27][C:35](=[O:36])[CH2:34][CH:31]4[CH2:32][CH2:33][O:28][CH2:29][CH2:30]4)[CH2:25][CH2:26]3)[CH2:15][CH2:14]2)=[CH:6][CH:5]=1, predict the reactants needed to synthesize it. The reactants are: Cl.Cl.[F:3][C:4]1[C:12]2[O:11][CH:10]=[CH:9][C:8]=2[C:7]([CH:13]2[CH2:18][CH2:17][N:16]([CH2:19][CH2:20][C@H:21]3[CH2:26][CH2:25][C@H:24]([NH2:27])[CH2:23][CH2:22]3)[CH2:15][CH2:14]2)=[CH:6][CH:5]=1.[O:28]1[CH2:33][CH2:32][CH:31]([CH2:34][C:35](O)=[O:36])[CH2:30][CH2:29]1. (8) Given the product [NH2:16][C:12]1[CH:11]=[C:10]([C:8]([N:5]2[CH2:4][CH2:3][CH:2]([OH:1])[CH2:7][CH2:6]2)=[O:9])[CH:15]=[CH:14][CH:13]=1, predict the reactants needed to synthesize it. The reactants are: [OH:1][CH:2]1[CH2:7][CH2:6][N:5]([C:8]([C:10]2[CH:15]=[CH:14][CH:13]=[C:12]([N+:16]([O-])=O)[CH:11]=2)=[O:9])[CH2:4][CH2:3]1.C([SiH](CC)CC)C. (9) The reactants are: C([N:4]1[C:12]2[C:7](=[CH:8][C:9]([N+:13]([O-:15])=[O:14])=[CH:10][CH:11]=2)[C:6](=[C:16](OCC)[C:17]2[CH:22]=[CH:21][CH:20]=[CH:19][CH:18]=2)[C:5]1=[O:26])(=O)C.[O:27]1[CH2:32][CH2:31][N:30]([CH2:33][C:34]2[CH:35]=[C:36]([CH:38]=[CH:39][CH:40]=2)[NH2:37])[CH2:29][CH2:28]1.[OH-].[Na+]. Given the product [O:27]1[CH2:28][CH2:29][N:30]([CH2:33][C:34]2[CH:35]=[C:36]([NH:37]/[C:16](=[C:6]3\[C:5](=[O:26])[NH:4][C:12]4[C:7]\3=[CH:8][C:9]([N+:13]([O-:15])=[O:14])=[CH:10][CH:11]=4)/[C:17]3[CH:18]=[CH:19][CH:20]=[CH:21][CH:22]=3)[CH:38]=[CH:39][CH:40]=2)[CH2:31][CH2:32]1, predict the reactants needed to synthesize it. (10) Given the product [C:1]([O:5][C:6](=[O:26])[NH:7][C:8]1[CH:13]=[CH:12][C:11]([C:14]#[C:15][C:16]2[CH:17]=[CH:18][C:19]([Cl:22])=[CH:20][CH:21]=2)=[CH:10][C:9]=1[NH2:23])([CH3:4])([CH3:2])[CH3:3], predict the reactants needed to synthesize it. The reactants are: [C:1]([O:5][C:6](=[O:26])[NH:7][C:8]1[CH:13]=[CH:12][C:11]([C:14]#[C:15][C:16]2[CH:21]=[CH:20][C:19]([Cl:22])=[CH:18][CH:17]=2)=[CH:10][C:9]=1[N+:23]([O-])=O)([CH3:4])([CH3:3])[CH3:2].O.O.Cl[Sn]Cl.